This data is from Catalyst prediction with 721,799 reactions and 888 catalyst types from USPTO. The task is: Predict which catalyst facilitates the given reaction. (1) Reactant: Br[C:2]1[C:7]([Cl:8])=[CH:6][C:5]([N:9]2[C:18]3[C:13](=[CH:14][C:15]([S:19]([NH:22][C:23]4[CH:28]=[CH:27][N:26]=[CH:25][N:24]=4)(=[O:21])=[O:20])=[CH:16][CH:17]=3)[CH:12]=[CH:11][C:10]2=[O:29])=[C:4]([O:30][CH3:31])[CH:3]=1.[Cl:32][C:33]1[CH:38]=[CH:37][C:36](B(O)O)=[CH:35][C:34]=1[CH3:42].C(=O)([O-])[O-].[K+].[K+]. Product: [Cl:8][C:7]1[CH:6]=[C:5]([N:9]2[C:18]3[C:13](=[CH:14][C:15]([S:19]([NH:22][C:23]4[CH:28]=[CH:27][N:26]=[CH:25][N:24]=4)(=[O:20])=[O:21])=[CH:16][CH:17]=3)[CH:12]=[CH:11][C:10]2=[O:29])[C:4]([O:30][CH3:31])=[CH:3][C:2]=1[C:36]1[CH:37]=[CH:38][C:33]([Cl:32])=[C:34]([CH3:42])[CH:35]=1. The catalyst class is: 73. (2) Reactant: [F:1][C:2]1[CH:7]=[CH:6][C:5]([CH2:8][C:9]([OH:11])=O)=[CH:4][CH:3]=1.[C:12](Cl)(=[O:16])[C:13](Cl)=O. Product: [F:1][C:2]1[CH:3]=[C:4]([C:9](=[O:11])[CH2:8][C:5]2[CH:4]=[CH:3][C:2]([F:1])=[CH:7][CH:6]=2)[CH:5]=[CH:13][C:12]=1[OH:16]. The catalyst class is: 118. (3) Reactant: Br[C:2]1[CH:10]=[C:9]([C:11]([F:14])([F:13])[F:12])[CH:8]=[C:7]2[C:3]=1[CH:4]=[CH:5][NH:6]2.C([Li])CCC.CN(C)[CH:22]=[O:23]. Product: [F:12][C:11]([F:14])([F:13])[C:9]1[CH:10]=[C:2]([CH:22]=[O:23])[C:3]2[CH:4]=[CH:5][NH:6][C:7]=2[CH:8]=1. The catalyst class is: 334. (4) Reactant: Br[CH2:2][C:3]1[C:4]([F:15])=[CH:5][CH:6]=[C:7]2[C:12]=1[N:11]=[C:10]([O:13][CH3:14])[CH:9]=[N:8]2.[C-:16]#[N:17].[K+]. Product: [F:15][C:4]1[C:3]([CH2:2][C:16]#[N:17])=[C:12]2[C:7](=[CH:6][CH:5]=1)[N:8]=[CH:9][C:10]([O:13][CH3:14])=[N:11]2. The catalyst class is: 9. (5) Reactant: Br[CH2:2][C:3]([C:5]1[CH:10]=[CH:9][CH:8]=[CH:7][CH:6]=1)=O.[NH2:11][C:12]1[C:17]([N+:18]([O-:20])=[O:19])=[CH:16][CH:15]=[CH:14][C:13]=1[OH:21].C([O-])([O-])=O.[K+].[K+].CCOC(C)=O. Product: [N+:18]([C:17]1[C:12]2[N:11]=[C:3]([C:5]3[CH:10]=[CH:9][CH:8]=[CH:7][CH:6]=3)[CH2:2][O:21][C:13]=2[CH:14]=[CH:15][CH:16]=1)([O-:20])=[O:19]. The catalyst class is: 23. (6) Reactant: [NH2:1][C:2]1[C:3]([O:17][CH3:18])=[C:4]([C:15]#[N:16])[CH:5]=[C:6]([C:9]2[CH:14]=[CH:13][CH:12]=[CH:11][CH:10]=2)[C:7]=1[F:8].[Br:19]N1C(=O)CCC1=O. Product: [NH2:1][C:2]1[C:3]([O:17][CH3:18])=[C:4]([C:15]#[N:16])[C:5]([Br:19])=[C:6]([C:9]2[CH:14]=[CH:13][CH:12]=[CH:11][CH:10]=2)[C:7]=1[F:8]. The catalyst class is: 15. (7) Reactant: [F:1][C:2]1[CH:7]=[CH:6][C:5]([CH2:8][N:9]2[CH2:29][CH2:28][C:12]3([O:17][CH2:16][CH2:15][N:14]([C:18]([C:20]4[N:21]=[C:22]([CH:25]([CH3:27])[CH3:26])[S:23][CH:24]=4)=[O:19])[CH2:13]3)[CH2:11][CH2:10]2)=[CH:4][C:3]=1[CH2:30]CC(N)=O.S(=O)(=O)(O)O. Product: [CH2:8]([NH:9][CH2:10][CH2:30][C:3]1[CH:4]=[C:5]([CH2:8][N:9]2[CH2:10][CH2:11][C:12]3([O:17][CH2:16][CH2:15][N:14]([C:18]([C:20]4[N:21]=[C:22]([CH:25]([CH3:26])[CH3:27])[S:23][CH:24]=4)=[O:19])[CH2:13]3)[CH2:28][CH2:29]2)[CH:6]=[CH:7][C:2]=1[F:1])[C:5]1[CH:6]=[CH:7][CH:2]=[CH:3][CH:4]=1. The catalyst class is: 47. (8) Reactant: [N:1]1([C:7]2[CH:12]=[CH:11][C:10]([N:13]3[CH:22]=[CH:21][C:20]4[N:19]=[CH:18][CH:17]=[CH:16][C:15]=4[C:14]3=[O:23])=[CH:9][CH:8]=2)[CH2:6][CH2:5][NH:4][CH2:3][CH2:2]1.CC1C=CC(S(O[CH2:35][CH2:36][CH2:37][CH2:38][C:39]2[C:47]3[C:42](=[CH:43][CH:44]=[C:45]([C:48]#[N:49])[CH:46]=3)[NH:41][CH:40]=2)(=O)=O)=CC=1.C(=O)([O-])[O-].[K+].[K+].[I-].[K+]. Product: [O:23]=[C:14]1[N:13]([C:10]2[CH:9]=[CH:8][C:7]([N:1]3[CH2:6][CH2:5][N:4]([CH2:35][CH2:36][CH2:37][CH2:38][C:39]4[C:47]5[C:42](=[CH:43][CH:44]=[C:45]([C:48]#[N:49])[CH:46]=5)[NH:41][CH:40]=4)[CH2:3][CH2:2]3)=[CH:12][CH:11]=2)[CH:22]=[CH:21][C:20]2[N:19]=[CH:18][CH:17]=[CH:16][C:15]1=2. The catalyst class is: 10. (9) Reactant: C([Cl:4])(=O)C.[NH2:5][C:6]1[CH:11]=[CH:10][CH:9]=[CH:8][C:7]=1[C:12]1[N:16]([CH3:17])[C:15]([CH3:18])=[N:14][C:13]=1[C:19]#[N:20]. Product: [ClH:4].[CH3:17][N:16]1[C:12]2[C:7]3[CH:8]=[CH:9][CH:10]=[CH:11][C:6]=3[N:5]=[C:19]([NH2:20])[C:13]=2[N:14]=[C:15]1[CH3:18]. The catalyst class is: 8. (10) Reactant: [CH:1]1([C:4]2[CH:5]=[C:6]([N+:11]([O-])=O)[C:7]([NH2:10])=[N:8][CH:9]=2)[CH2:3][CH2:2]1.[CH2:14]([OH:16])[CH3:15]. Product: [CH:1]1([C:4]2[CH:9]=[N:8][C:7]3[N:10]=[CH:15][C:14](=[O:16])[NH:11][C:6]=3[CH:5]=2)[CH2:3][CH2:2]1. The catalyst class is: 719.